Dataset: HIV replication inhibition screening data with 41,000+ compounds from the AIDS Antiviral Screen. Task: Binary Classification. Given a drug SMILES string, predict its activity (active/inactive) in a high-throughput screening assay against a specified biological target. (1) The drug is Cc1cc(NS(=O)(=O)c2ccc(Nc3c4ccccc4nc4c(C(=O)NCCN(C)C)cccc34)cc2)no1. The result is 0 (inactive). (2) The compound is O=S(=O)(Cc1ccccc1)C(I)c1ccccc1. The result is 0 (inactive).